This data is from Full USPTO retrosynthesis dataset with 1.9M reactions from patents (1976-2016). The task is: Predict the reactants needed to synthesize the given product. (1) Given the product [S:9]1[CH:10]=[CH:11][CH:12]=[C:8]1[S:5]([CH2:4][C:3]1[N:13]=[C:18]([CH2:17][CH2:16][C:15]([OH:20])=[O:14])[O:1][N:2]=1)(=[O:6])=[O:7], predict the reactants needed to synthesize it. The reactants are: [OH:1]/[N:2]=[C:3](\[NH2:13])/[CH2:4][S:5]([C:8]1[S:9][CH:10]=[CH:11][CH:12]=1)(=[O:7])=[O:6].[O:14]1[C:18](=O)[CH2:17][CH2:16][C:15]1=[O:20]. (2) Given the product [N:13]1([C:18]2[CH:19]=[CH:20][C:21]([N:24]3[CH2:29][CH2:28][CH2:27][C:26](=[O:30])[CH2:25]3)=[CH:22][CH:23]=2)[CH:17]=[CH:16][CH:15]=[N:14]1, predict the reactants needed to synthesize it. The reactants are: BrC1C=CC(N2C=CC=N2)=CC=1.[N:13]1([C:18]2[CH:23]=[CH:22][C:21]([N:24]3[CH2:29][CH2:28][CH2:27][CH:26]([OH:30])[CH2:25]3)=[CH:20][CH:19]=2)[CH:17]=[CH:16][CH:15]=[N:14]1. (3) The reactants are: C([NH:8][CH2:9][CH2:10][C@H:11]([NH:22][S:23]([C:26]1[C:35]2[C:30](=[CH:31][CH:32]=[CH:33][CH:34]=2)[C:29]([CH3:36])=[CH:28][CH:27]=1)(=[O:25])=[O:24])[C:12](=[O:21])[NH:13][CH2:14][C:15]1[CH:20]=[CH:19][CH:18]=[CH:17][CH:16]=1)(OC(C)(C)C)=O.FC(F)(F)C(O)=O. Given the product [NH2:8][CH2:9][CH2:10][C@H:11]([NH:22][S:23]([C:26]1[C:35]2[C:30](=[CH:31][CH:32]=[CH:33][CH:34]=2)[C:29]([CH3:36])=[CH:28][CH:27]=1)(=[O:25])=[O:24])[C:12](=[O:21])[NH:13][CH2:14][C:15]1[CH:16]=[CH:17][CH:18]=[CH:19][CH:20]=1, predict the reactants needed to synthesize it. (4) Given the product [C:36]([NH:39][CH2:40][CH2:41][C:42]([O:12][CH2:13][C:14]1[N:18]2[C:19](=[O:35])[N:20]([CH:22]3[CH2:23][CH2:24][N:25]([C:28]([O:30][C:31]([CH3:32])([CH3:34])[CH3:33])=[O:29])[CH2:26][CH2:27]3)[CH2:21][C:17]2=[CH:16][N:15]=1)=[O:43])(=[O:38])[CH3:37], predict the reactants needed to synthesize it. The reactants are: CCN=C=NCCCN(C)C.[OH:12][CH2:13][C:14]1[N:18]2[C:19](=[O:35])[N:20]([CH:22]3[CH2:27][CH2:26][N:25]([C:28]([O:30][C:31]([CH3:34])([CH3:33])[CH3:32])=[O:29])[CH2:24][CH2:23]3)[CH2:21][C:17]2=[CH:16][N:15]=1.[C:36]([NH:39][CH2:40][CH2:41][C:42](O)=[O:43])(=[O:38])[CH3:37].CN(C1C=CC=CN=1)C.